This data is from Forward reaction prediction with 1.9M reactions from USPTO patents (1976-2016). The task is: Predict the product of the given reaction. Given the reactants [OH:1][B:2]1[C:6]2[CH:7]=[CH:8][C:9]([CH:11]=O)=[CH:10][C:5]=2[C:4]([CH3:14])([CH3:13])[O:3]1.[NH2:15][OH:16].Cl.CC([O-])=O.[Na+], predict the reaction product. The product is: [OH:1][B:2]1[C:6]2[CH:7]=[CH:8][C:9]([CH:11]=[N:15][OH:16])=[CH:10][C:5]=2[C:4]([CH3:14])([CH3:13])[O:3]1.